Dataset: Forward reaction prediction with 1.9M reactions from USPTO patents (1976-2016). Task: Predict the product of the given reaction. (1) Given the reactants Br[C:2]1[S:3][C:4]2[CH2:5][C:6]3[C:12]([C:13]4[CH:18]=[CH:17][C:16]([O:19][CH3:20])=[CH:15][CH:14]=4)=[N:11][N:10](COCC[Si](C)(C)C)[C:7]=3[C:8]=2[CH:9]=1.Cl, predict the reaction product. The product is: [CH3:20][O:19][C:16]1[CH:15]=[CH:14][C:13]([C:12]2[C:6]3[CH2:5][C:4]4[S:3][C:2]([C:13]5[CH:18]=[CH:17][CH:16]=[CH:15][CH:14]=5)=[CH:9][C:8]=4[C:7]=3[NH:10][N:11]=2)=[CH:18][CH:17]=1. (2) The product is: [CH3:1][O:2][C:3](=[O:19])[C@@H:4]([CH3:18])[CH2:5][C@H:6]([NH:10][C:11]([O:13][C:14]([CH3:17])([CH3:16])[CH3:15])=[O:12])[C:7](=[O:9])[NH:26][CH2:25][C:24]1[CH:27]=[C:28]([O:32][CH3:33])[C:29]([O:30][CH3:31])=[C:22]([O:21][CH3:20])[CH:23]=1. Given the reactants [CH3:1][O:2][C:3](=[O:19])[C@@H:4]([CH3:18])[CH2:5][C@H:6]([NH:10][C:11]([O:13][C:14]([CH3:17])([CH3:16])[CH3:15])=[O:12])[C:7]([OH:9])=O.[CH3:20][O:21][C:22]1[CH:23]=[C:24]([CH:27]=[C:28]([O:32][CH3:33])[C:29]=1[O:30][CH3:31])[CH2:25][NH2:26], predict the reaction product. (3) Given the reactants [O:1]1[C:5]2[CH:6]=[CH:7][C:8]([CH:10]([OH:49])[CH2:11][S:12][C@H:13]3[C:16](=[O:17])[N:15]([C:18]4[CH:23]=[CH:22][C:21]([F:24])=[CH:20][CH:19]=4)[C@@H:14]3[C:25]3[CH:48]=[CH:47][C:28]([O:29][CH2:30][C:31]([NH:33]CC(N[C@@H](C(O)=O)CCCCN)=O)=[O:32])=[CH:27][CH:26]=3)=[CH:9][C:4]=2[O:3][CH2:2]1.CN1CCOCC1.Cl.N[CH2:59][C:60]([O:62]C(C)(C)C)=[O:61].CN(C(ON1N=NC2C=CC=CC1=2)=[N+](C)C)C.[B-](F)(F)(F)F.NCC([O-])=O.[BH4-].[Na+].C([O-])(=O)C.[NH4+], predict the reaction product. The product is: [O:1]1[C:5]2[CH:6]=[CH:7][C:8]([CH:10]([OH:49])[CH2:11][S:12][C@H:13]3[C:16](=[O:17])[N:15]([C:18]4[CH:23]=[CH:22][C:21]([F:24])=[CH:20][CH:19]=4)[C@@H:14]3[C:25]3[CH:26]=[CH:27][C:28]([O:29][CH2:30][C:31]([NH:33][CH2:59][C:60]([OH:62])=[O:61])=[O:32])=[CH:47][CH:48]=3)=[CH:9][C:4]=2[O:3][CH2:2]1. (4) Given the reactants [N:1]([CH2:4][CH:5]([O:10][C:11]1[N:16]=[C:15]([C:17]2[C:25]3[C:20](=[N:21][CH:22]=[C:23]([C:26]4[CH:27]=[N:28][NH:29][CH:30]=4)[CH:24]=3)[NH:19][CH:18]=2)[CH:14]=[N:13][CH:12]=1)[C:6]([F:9])([F:8])[F:7])=[N+]=[N-].C(O)(=O)C.[C:35](O[C:35]([O:37][C:38]([CH3:41])([CH3:40])[CH3:39])=[O:36])([O:37][C:38]([CH3:41])([CH3:40])[CH3:39])=[O:36], predict the reaction product. The product is: [C:38]([O:37][C:35](=[O:36])[NH:1][CH2:4][CH:5]([O:10][C:11]1[CH:12]=[N:13][CH:14]=[C:15]([C:17]2[C:25]3[C:20](=[N:21][CH:22]=[C:23]([C:26]4[CH:30]=[N:29][NH:28][CH:27]=4)[CH:24]=3)[NH:19][CH:18]=2)[N:16]=1)[C:6]([F:9])([F:7])[F:8])([CH3:41])([CH3:40])[CH3:39]. (5) Given the reactants [Cl:1][C:2]1[N:7]=[CH:6][C:5]([C:8](=[O:10])[CH3:9])=[CH:4][CH:3]=1.[CH3:11][Li], predict the reaction product. The product is: [Cl:1][C:2]1[N:7]=[CH:6][C:5]([C:8]([OH:10])([CH3:11])[CH3:9])=[CH:4][CH:3]=1.